From a dataset of Full USPTO retrosynthesis dataset with 1.9M reactions from patents (1976-2016). Predict the reactants needed to synthesize the given product. Given the product [CH2:29]([O:19][C:18](=[O:20])[C:17]1[CH:21]=[CH:22][CH:23]=[N:24][C:16]=1[O:15][C:14]1[CH:25]=[CH:26][C:11]([CH2:10][C@H:9]([NH:8][C:6]([O:5][C:1]([CH3:3])([CH3:4])[CH3:2])=[O:7])[CH2:27][OH:28])=[CH:12][CH:13]=1)[CH3:30], predict the reactants needed to synthesize it. The reactants are: [C:1]([O:5][C:6]([NH:8][C@H:9]([CH2:27][OH:28])[CH2:10][C:11]1[CH:26]=[CH:25][C:14]([O:15][C:16]2[N:24]=[CH:23][CH:22]=[CH:21][C:17]=2[C:18]([OH:20])=[O:19])=[CH:13][CH:12]=1)=[O:7])([CH3:4])([CH3:3])[CH3:2].[CH2:29](I)[CH3:30].C(=O)([O-])[O-].[K+].[K+].CN(C)C=O.